This data is from Full USPTO retrosynthesis dataset with 1.9M reactions from patents (1976-2016). The task is: Predict the reactants needed to synthesize the given product. (1) Given the product [CH2:1]([O:3][C:4](=[O:18])[CH2:5][CH2:6][CH2:7][O:8][C:9]1[C:14]([CH3:15])=[CH:13][C:12]([B:19]2[O:23][C:22]([CH3:25])([CH3:24])[C:21]([CH3:27])([CH3:26])[O:20]2)=[CH:11][C:10]=1[CH3:17])[CH3:2], predict the reactants needed to synthesize it. The reactants are: [CH2:1]([O:3][C:4](=[O:18])[CH2:5][CH2:6][CH2:7][O:8][C:9]1[C:14]([CH3:15])=[CH:13][C:12](Br)=[CH:11][C:10]=1[CH3:17])[CH3:2].[B:19]1([B:19]2[O:23][C:22]([CH3:25])([CH3:24])[C:21]([CH3:27])([CH3:26])[O:20]2)[O:23][C:22]([CH3:25])([CH3:24])[C:21]([CH3:27])([CH3:26])[O:20]1. (2) Given the product [NH2:10][C@@H:11]1[CH2:12][CH2:13][C:14]2[NH:15][C:16]3[CH:17]=[CH:18][C:19]([C:24]#[N:25])=[CH:20][C:21]=3[C:22]=2[CH2:23]1, predict the reactants needed to synthesize it. The reactants are: C(OC(=O)[NH:10][C@H:11]1[CH2:23][C:22]2[C:21]3[C:16](=[CH:17][CH:18]=[C:19]([C:24]#[N:25])[CH:20]=3)[NH:15][C:14]=2[CH2:13][CH2:12]1)C1C=CC=CC=1. (3) Given the product [ClH:30].[ClH:30].[CH:27]1([NH:26][C:8]2[C:9]([C:13]3[CH2:18][CH2:17][NH:16][CH2:15][CH:14]=3)=[N:10][C:11]3[C:6](=[CH:5][CH:4]=[C:3]([C:1]#[N:2])[CH:12]=3)[N:7]=2)[CH2:29][CH2:28]1, predict the reactants needed to synthesize it. The reactants are: [C:1]([C:3]1[CH:12]=[C:11]2[C:6]([N:7]=[C:8]([NH:26][CH:27]3[CH2:29][CH2:28]3)[C:9]([C:13]3[CH2:18][CH2:17][N:16](C(OC(C)(C)C)=O)[CH2:15][CH:14]=3)=[N:10]2)=[CH:5][CH:4]=1)#[N:2].[ClH:30]. (4) Given the product [Br:8][C:5]1[CH:6]=[CH:7][C:2]([N:12]2[CH2:13][CH2:14][C@H:10]([OH:9])[CH2:11]2)=[N:3][CH:4]=1, predict the reactants needed to synthesize it. The reactants are: Br[C:2]1[CH:7]=[CH:6][C:5]([Br:8])=[CH:4][N:3]=1.[OH:9][C@H:10]1[CH2:14][CH2:13][NH:12][CH2:11]1.C(=O)([O-])[O-].[Na+].[Na+]. (5) Given the product [C:36]([N:15]1[C:16]2[C:21](=[CH:20][C:19]([C:22]([O:24][CH2:25][CH3:26])=[O:23])=[CH:18][CH:17]=2)[C@H:12]([NH:11][C:9]([O:8][CH2:1][C:2]2[CH:7]=[CH:6][CH:5]=[CH:4][CH:3]=2)=[O:10])[C@@H:13]([CH3:29])[C@@H:14]1[CH2:27][CH3:28])(=[O:38])[CH3:37], predict the reactants needed to synthesize it. The reactants are: [CH2:1]([O:8][C:9]([NH:11][C@H:12]1[C:21]2[C:16](=[CH:17][CH:18]=[C:19]([C:22]([O:24][CH2:25][CH3:26])=[O:23])[CH:20]=2)[NH:15][C@@H:14]([CH2:27][CH3:28])[C@@H:13]1[CH3:29])=[O:10])[C:2]1[CH:7]=[CH:6][CH:5]=[CH:4][CH:3]=1.N1C=CC=CC=1.[C:36](Cl)(=[O:38])[CH3:37]. (6) Given the product [F:22][C:19]([F:20])([F:21])[C:15]1[CH:14]=[C:13]([C:10]2[N:9]=[C:8]3[C:3](=[O:23])[CH2:4][CH2:5][O:6][C:7]3=[CH:12][CH:11]=2)[CH:18]=[CH:17][CH:16]=1, predict the reactants needed to synthesize it. The reactants are: OC[C:3]1([OH:23])[C:8]2=[N:9][C:10]([C:13]3[CH:18]=[CH:17][CH:16]=[C:15]([C:19]([F:22])([F:21])[F:20])[CH:14]=3)=[CH:11][CH:12]=[C:7]2[O:6][CH2:5][CH2:4]1.I([O-])(=O)(=O)=O.[Na+].C([O-])(O)=O.[Na+].